Dataset: Forward reaction prediction with 1.9M reactions from USPTO patents (1976-2016). Task: Predict the product of the given reaction. (1) Given the reactants [CH2:1]([N:5]1[C:13]2[N:12]=[C:11]([Cl:14])[NH:10][C:9]=2[C:8](=[O:15])[N:7]([CH2:16][CH2:17][CH2:18][CH2:19][C:20]([OH:22])=O)[C:6]1=[O:23])[CH2:2][CH2:3][CH3:4].C1N=CN(C(N2C=NC=C2)=O)C=1.O[NH:37][C:38]([C:40]1[CH:45]=[CH:44][C:43]([OH:46])=[CH:42][CH:41]=1)=[NH:39], predict the reaction product. The product is: [CH2:1]([N:5]1[C:13]2[N:12]=[C:11]([Cl:14])[NH:10][C:9]=2[C:8](=[O:15])[N:7]([CH2:16][CH2:17][CH2:18][CH2:19][C:20]2[O:22][N:39]=[C:38]([C:40]3[CH:45]=[CH:44][C:43]([OH:46])=[CH:42][CH:41]=3)[N:37]=2)[C:6]1=[O:23])[CH2:2][CH2:3][CH3:4]. (2) Given the reactants Br[C:2]1[N:7]=[C:6]([NH2:8])[CH:5]=[CH:4][CH:3]=1.CC1(C)C(C)(C)OC([C:17]2[CH:29]=[CH:28][C:20]3[N:21]=[C:22]([NH:24][C:25](=[O:27])[CH3:26])[S:23][C:19]=3[CH:18]=2)O1.C([O-])([O-])=O.[Na+].[Na+], predict the reaction product. The product is: [NH2:8][C:6]1[N:7]=[C:2]([C:17]2[CH:29]=[CH:28][C:20]3[N:21]=[C:22]([NH:24][C:25](=[O:27])[CH3:26])[S:23][C:19]=3[CH:18]=2)[CH:3]=[CH:4][CH:5]=1. (3) Given the reactants C1(S([N:10]2[C:14]3=[N:15][CH:16]=[C:17]([CH2:19][C:20]4[CH:25]=[CH:24][CH:23]=[CH:22][CH:21]=4)[CH:18]=[C:13]3[C:12]([C:26]3[CH:27]=[N:28][N:29]([CH3:31])[CH:30]=3)=[CH:11]2)(=O)=O)C=CC=CC=1.[OH-].[Na+], predict the reaction product. The product is: [CH2:19]([C:17]1[CH:18]=[C:13]2[C:12]([C:26]3[CH:27]=[N:28][N:29]([CH3:31])[CH:30]=3)=[CH:11][NH:10][C:14]2=[N:15][CH:16]=1)[C:20]1[CH:25]=[CH:24][CH:23]=[CH:22][CH:21]=1. (4) Given the reactants Cl.Cl.[N:3]1[CH:8]=[CH:7][CH:6]=[CH:5][C:4]=1[N:9]1[CH2:13][CH2:12][C@H:11]([NH2:14])[CH2:10]1.[CH:15]1[N:19]=[CH:18][N:17]([C:20](N2C=NC=C2)=[O:21])[CH:16]=1, predict the reaction product. The product is: [N:3]1[CH:8]=[CH:7][CH:6]=[CH:5][C:4]=1[N:9]1[CH2:13][CH2:12][C@H:11]([NH:14][C:20]([N:17]2[CH:16]=[CH:15][N:19]=[CH:18]2)=[O:21])[CH2:10]1. (5) Given the reactants [O:1]=[CH:2][C@H:3]([C@H:5]([C@@H:7]([C@@H:9]([C:11]([OH:13])=[O:12])[OH:10])[OH:8])[OH:6])[OH:4].[O:14]=[CH:15][C@@H:16]([C@@H:18]([C@H:20]([C@@H:22]([C:24]([OH:26])=[O:25])[OH:23])[OH:21])[OH:19])[OH:17], predict the reaction product. The product is: [O:1]=[CH:2][C@H:3]([C@H:5]([C@@H:7]([C@H:9]([C:11]([OH:13])=[O:12])[OH:10])[OH:8])[OH:6])[OH:4].[O:14]=[CH:15][C@H:16]([C@H:18]([C@@H:20]([C@@H:22]([C:24]([OH:26])=[O:25])[OH:23])[OH:21])[OH:19])[OH:17]. (6) The product is: [CH2:15]([O:14][C:12]1[C:11]([C:17]([F:19])([F:20])[F:18])=[CH:10][C:9]2[NH:21][C:22](=[O:41])[CH2:23][C:24]([C:26]3[CH:31]=[CH:30][CH:29]=[C:28]([C:32]4[CH:33]=[N:34][C:35]([CH2:39][CH3:40])=[CH:36][C:37]=4[CH3:38])[CH:27]=3)=[N:7][C:8]=2[CH:13]=1)[CH3:16]. Given the reactants C(OC(=O)[NH:7][C:8]1[CH:13]=[C:12]([O:14][CH2:15][CH3:16])[C:11]([C:17]([F:20])([F:19])[F:18])=[CH:10][C:9]=1[NH:21][C:22](=[O:41])[CH2:23][C:24]([C:26]1[CH:31]=[CH:30][CH:29]=[C:28]([C:32]2[CH:33]=[N:34][C:35]([CH2:39][CH3:40])=[CH:36][C:37]=2[CH3:38])[CH:27]=1)=O)(C)(C)C.C(O)(C(F)(F)F)=O, predict the reaction product. (7) Given the reactants [OH:1][C:2]1[C:7]([CH3:8])=[C:6]([OH:9])[CH:5]=[CH:4][C:3]=1[C:10](=[O:15])[CH2:11][CH:12]([CH3:14])[CH3:13].Br[CH2:17][CH2:18][CH2:19][CH2:20][N:21]1[CH:25]=[CH:24][N:23]=[C:22]1[C:26]1[CH:31]=[CH:30][C:29]([Cl:32])=[CH:28][C:27]=1[Cl:33], predict the reaction product. The product is: [Cl:33][C:27]1[CH:28]=[C:29]([Cl:32])[CH:30]=[CH:31][C:26]=1[C:22]1[N:21]([CH2:20][CH2:19][CH2:18][CH2:17][O:9][C:6]2[CH:5]=[CH:4][C:3]([C:10](=[O:15])[CH2:11][CH:12]([CH3:13])[CH3:14])=[C:2]([OH:1])[C:7]=2[CH3:8])[CH:25]=[CH:24][N:23]=1.